Dataset: Peptide-MHC class I binding affinity with 185,985 pairs from IEDB/IMGT. Task: Regression. Given a peptide amino acid sequence and an MHC pseudo amino acid sequence, predict their binding affinity value. This is MHC class I binding data. (1) The peptide sequence is MPMKGRFPI. The MHC is HLA-B73:01 with pseudo-sequence HLA-B73:01. The binding affinity (normalized) is 0.196. (2) The peptide sequence is GLYEAIEEC. The MHC is HLA-B08:02 with pseudo-sequence HLA-B08:02. The binding affinity (normalized) is 0.0847. (3) The peptide sequence is FLFPDTRYV. The MHC is HLA-A02:01 with pseudo-sequence HLA-A02:01. The binding affinity (normalized) is 0.848. (4) The peptide sequence is ILSLPRIAL. The MHC is HLA-B07:02 with pseudo-sequence HLA-B07:02. The binding affinity (normalized) is 0.146.